This data is from Forward reaction prediction with 1.9M reactions from USPTO patents (1976-2016). The task is: Predict the product of the given reaction. (1) Given the reactants [CH3:1][O:2][C:3](=[O:24])/[C:4](/[C:11]1[CH:16]=[CH:15][C:14]([N:17]2[C:21]([CH3:22])=[N:20][N:19]=[N:18]2)=[C:13]([F:23])[CH:12]=1)=[CH:5]/[CH:6]1[CH2:10][CH2:9][CH2:8][CH2:7]1.[BH4-].[Na+], predict the reaction product. The product is: [CH3:1][O:2][C:3](=[O:24])[CH:4]([C:11]1[CH:16]=[CH:15][C:14]([N:17]2[C:21]([CH3:22])=[N:20][N:19]=[N:18]2)=[C:13]([F:23])[CH:12]=1)[CH2:5][CH:6]1[CH2:7][CH2:8][CH2:9][CH2:10]1. (2) The product is: [C:1]1([C:17]2[CH:22]=[CH:21][CH:20]=[CH:19][CH:18]=2)[CH:2]=[CH:3][C:4]([CH:7]([N:15]([CH3:16])[C:34](=[O:36])[CH2:33][N:29]2[C:28]3[CH:37]=[C:24]([Cl:23])[C:25]([Cl:38])=[CH:26][C:27]=3[O:32][CH2:31][C:30]2=[O:49])[CH2:8][N:9]2[CH2:10][CH2:11][O:12][CH2:13][CH2:14]2)=[CH:5][CH:6]=1. Given the reactants [C:1]1([C:17]2[CH:22]=[CH:21][CH:20]=[CH:19][CH:18]=2)[CH:6]=[CH:5][C:4]([CH:7]([NH:15][CH3:16])[CH2:8][N:9]2[CH2:14][CH2:13][O:12][CH2:11][CH2:10]2)=[CH:3][CH:2]=1.[Cl:23][C:24]1[C:25]([Cl:38])=[CH:26][C:27]2[O:32][CH2:31][CH2:30][N:29]([CH2:33][C:34]([OH:36])=O)[C:28]=2[CH:37]=1.CN([P+]([O:49]N1N=NC2C=CC=CC1=2)(N(C)C)N(C)C)C.F[P-](F)(F)(F)(F)F.C(N(CC)CC)C, predict the reaction product.